This data is from Retrosynthesis with 50K atom-mapped reactions and 10 reaction types from USPTO. The task is: Predict the reactants needed to synthesize the given product. (1) Given the product Cc1nccn1CC1CCN(C(=O)OC(C)(C)C)CC1, predict the reactants needed to synthesize it. The reactants are: CC(C)(C)OC(=O)N1CCC(CBr)CC1.Cc1ncc[nH]1. (2) Given the product CC1(C)CN(CCC(=O)Nc2ccc(Cl)cc2[N+](=O)[O-])CCC1(O)Cc1ccc(Cl)cc1, predict the reactants needed to synthesize it. The reactants are: CC1(C)CNCCC1(O)Cc1ccc(Cl)cc1.O=C(CCBr)Nc1ccc(Cl)cc1[N+](=O)[O-]. (3) Given the product Cc1ccc(NC(=O)c2ccnc(N3CCCC3)c2)cc1-c1ccc(C(=O)O)cc1, predict the reactants needed to synthesize it. The reactants are: C1CCNC1.Cc1ccc(NC(=O)c2ccnc(Cl)c2)cc1-c1ccc(C(=O)O)cc1. (4) Given the product COc1ccc(C2C(c3ccc(N)cc3)C(=O)N2c2cc(OC)c(OC)c(OC)c2)cc1O, predict the reactants needed to synthesize it. The reactants are: COc1ccc(C2C(c3ccc(NC(=O)OCc4ccccc4)cc3)C(=O)N2c2cc(OC)c(OC)c(OC)c2)cc1O. (5) Given the product CCCOc1ccc(N2CCN(S(=O)(=O)c3ccc(N)cc3)CC2)cc1, predict the reactants needed to synthesize it. The reactants are: CCCOc1ccc(N2CCN(S(=O)(=O)c3ccc([N+](=O)[O-])cc3)CC2)cc1.